This data is from Forward reaction prediction with 1.9M reactions from USPTO patents (1976-2016). The task is: Predict the product of the given reaction. (1) Given the reactants I.[NH2:2][CH2:3][CH2:4][NH:5][C:6]1[C:7]([C:11]2[N:15]([C:16]3[CH:21]=[CH:20][CH:19]=[C:18]([C:22]([F:25])([F:24])[F:23])[CH:17]=3)C(=O)[O:13][N:12]=2)=[N:8][O:9][N:10]=1.Cl[S:28]([NH:31]C(=O)OC(C)(C)C)(=[O:30])=[O:29].C(N(CC)CC)C.FC(F)(F)C(O)=O.[OH-].[Na+].O.C(O)(=O)C, predict the reaction product. The product is: [NH2:31][S:28]([NH:2][CH2:3][CH2:4][NH:5][C:6]1[C:7]([C:11](=[N:12][OH:13])[NH:15][C:16]2[CH:21]=[CH:20][CH:19]=[C:18]([C:22]([F:25])([F:24])[F:23])[CH:17]=2)=[N:8][O:9][N:10]=1)(=[O:30])=[O:29]. (2) Given the reactants [OH:1][C@H:2]([CH2:6][CH2:7][CH2:8][C:9]1[CH:14]=[CH:13][C:12]([O:15][CH2:16][C:17]2[N:18]=[C:19]([C:23]3[CH:28]=[CH:27][CH:26]=[CH:25][CH:24]=3)[S:20][C:21]=2[CH3:22])=[CH:11][CH:10]=1)C(O)=O.C([N:31]([CH2:34]C)CC)C.[C:36](Cl)(=[O:40])[O:37][CH2:38][CH3:39].N.[O:43]1CCCC1, predict the reaction product. The product is: [CH2:38]([O:37][C:36]([O:1][C@H:2]([CH2:6][CH2:7][CH2:8][C:9]1[CH:10]=[CH:11][C:12]([O:15][CH2:16][C:17]2[N:18]=[C:19]([C:23]3[CH:24]=[CH:25][CH:26]=[CH:27][CH:28]=3)[S:20][C:21]=2[CH3:22])=[CH:13][CH:14]=1)[C:34]([NH2:31])=[O:43])=[O:40])[CH3:39]. (3) Given the reactants [NH2:1][C:2]1[C:7]2=[CH:8][CH:9]=[C:10]([C:11]([NH:13][CH2:14][CH:15]3[O:20][CH2:19][CH2:18][N:17]([C:21]([O:23][C:24]([CH3:27])([CH3:26])[CH3:25])=[O:22])[CH2:16]3)=[O:12])[N:6]2[N:5]=[CH:4][N:3]=1.[Br:28]N1C(C)(C)C(=O)N(Br)C1=O, predict the reaction product. The product is: [NH2:1][C:2]1[C:7]2=[C:8]([Br:28])[CH:9]=[C:10]([C:11]([NH:13][CH2:14][CH:15]3[O:20][CH2:19][CH2:18][N:17]([C:21]([O:23][C:24]([CH3:27])([CH3:26])[CH3:25])=[O:22])[CH2:16]3)=[O:12])[N:6]2[N:5]=[CH:4][N:3]=1.